From a dataset of Catalyst prediction with 721,799 reactions and 888 catalyst types from USPTO. Predict which catalyst facilitates the given reaction. (1) Reactant: [N:1]1([C:6]2[CH:28]=[CH:27][C:9]([CH2:10][N:11]3[C:20]4[C:15](=[CH:16][CH:17]=[CH:18][CH:19]=4)[C:14](=S)[C:13]([C:22]([O:24]CC)=O)=[N:12]3)=[CH:8][CH:7]=2)[CH:5]=[CH:4][CH:3]=[N:2]1.[NH2:29][NH2:30]. Product: [N:1]1([C:6]2[CH:7]=[CH:8][C:9]([CH2:10][N:11]3[C:20]4[CH:19]=[CH:18][CH:17]=[CH:16][C:15]=4[C:14]4=[N:29][NH:30][C:22](=[O:24])[C:13]4=[N:12]3)=[CH:27][CH:28]=2)[CH:5]=[CH:4][CH:3]=[N:2]1. The catalyst class is: 8. (2) Reactant: [N:1]1[CH:6]=[CH:5][CH:4]=[C:3]([C:7]2[N:11]([C:12]3[CH:19]=[CH:18][C:15]([CH2:16][NH2:17])=[CH:14][CH:13]=3)[N:10]=[C:9]([C:20]([F:23])([F:22])[F:21])[CH:8]=2)[CH:2]=1.[C:24](Cl)(=[O:31])[C:25]1[CH:30]=[CH:29][CH:28]=[CH:27][CH:26]=1.C(N(CC)CC)C. Product: [N:1]1[CH:6]=[CH:5][CH:4]=[C:3]([C:7]2[N:11]([C:12]3[CH:19]=[CH:18][C:15]([CH2:16][NH:17][C:24](=[O:31])[C:25]4[CH:30]=[CH:29][CH:28]=[CH:27][CH:26]=4)=[CH:14][CH:13]=3)[N:10]=[C:9]([C:20]([F:23])([F:21])[F:22])[CH:8]=2)[CH:2]=1. The catalyst class is: 96. (3) Reactant: [OH:1][C@@H:2]([CH2:6][C:7]1[CH:12]=[CH:11][CH:10]=[CH:9][CH:8]=1)[C:3]([OH:5])=[O:4].CO[C:15](OC)([CH3:17])[CH3:16]. Product: [CH2:6]([C@@H:2]1[O:1][C:15]([CH3:17])([CH3:16])[O:4][C:3]1=[O:5])[C:7]1[CH:12]=[CH:11][CH:10]=[CH:9][CH:8]=1. The catalyst class is: 22. (4) Reactant: [NH2:1][C:2]1[CH:10]=[C:9]([F:11])[CH:8]=[CH:7][C:3]=1[C:4]([OH:6])=O.O=S(Cl)Cl.[Cl:16][C:17]1[CH:23]=[CH:22][CH:21]=[CH:20][C:18]=1[NH2:19].C(Cl)(Cl)Cl. Product: [NH2:1][C:2]1[CH:10]=[C:9]([F:11])[CH:8]=[CH:7][C:3]=1[C:4]([NH:19][C:18]1[CH:20]=[CH:21][CH:22]=[CH:23][C:17]=1[Cl:16])=[O:6]. The catalyst class is: 48. (5) Reactant: [C:1]([C:5]1[CH:10]=[C:9]([C:11]([CH3:14])([CH3:13])[CH3:12])[CH:8]=[CH:7][C:6]=1[OH:15])([CH3:4])([CH3:3])[CH3:2].[CH2:16]=O.[CH3:18][NH:19][CH3:20]. Product: [C:1]([C:5]1[CH:10]=[C:9]([C:11]([CH3:14])([CH3:13])[CH3:12])[CH:8]=[C:7]([CH2:18][N:19]([CH3:16])[CH3:20])[C:6]=1[OH:15])([CH3:4])([CH3:3])[CH3:2]. The catalyst class is: 8. (6) Reactant: C([O:3][C:4]([C:6]1[N:7]=[CH:8][N:9]([C:11]2[CH:16]=[C:15]([C:17](=[O:36])[NH:18][C:19]3[CH:24]=[C:23]([C:25]([CH3:28])([CH3:27])[CH3:26])[CH:22]=[C:21]([NH:29][S:30]([CH3:33])(=[O:32])=[O:31])[C:20]=3[O:34][CH3:35])[CH:14]=[CH:13][C:12]=2[CH3:37])[CH:10]=1)=[O:5])C.O[Li].O.CC(O)=O. Product: [C:25]([C:23]1[CH:22]=[C:21]([NH:29][S:30]([CH3:33])(=[O:31])=[O:32])[C:20]([O:34][CH3:35])=[C:19]([NH:18][C:17]([C:15]2[CH:14]=[CH:13][C:12]([CH3:37])=[C:11]([N:9]3[CH:10]=[C:6]([C:4]([OH:5])=[O:3])[N:7]=[CH:8]3)[CH:16]=2)=[O:36])[CH:24]=1)([CH3:28])([CH3:26])[CH3:27]. The catalyst class is: 24. (7) Product: [NH2:16][C:15]1[N:11]([CH2:4][C:5]2[CH:10]=[CH:9][CH:8]=[CH:7][CH:6]=2)[C:12](=[O:13])[NH:14][C:18](=[O:19])[CH:17]=1. Reactant: C[O-].[Na+].[CH2:4]([NH:11][C:12]([NH2:14])=[O:13])[C:5]1[CH:10]=[CH:9][CH:8]=[CH:7][CH:6]=1.[C:15]([CH2:17][C:18](OC)=[O:19])#[N:16]. The catalyst class is: 5. (8) Reactant: [NH2:1][CH:2]1[C:8](=[O:9])[N:7]([CH:10]([CH2:18][CH:19]([CH3:21])[CH3:20])[C:11]([O:13][C:14]([CH3:17])([CH3:16])[CH3:15])=[O:12])[CH2:6][C:5]2[CH:22]=[CH:23][CH:24]=[CH:25][C:4]=2[CH2:3]1.[Br:26][CH:27]([CH2:31][CH2:32][CH2:33][CH2:34][N:35]1[C:39](=[O:40])[C:38]2=[CH:41][CH:42]=[CH:43][CH:44]=[C:37]2[C:36]1=[O:45])[C:28](O)=[O:29].Cl.CN(C)CCCN=C=NCC.O.ON1C2C=CC=CC=2N=N1. Product: [C:14]([O:13][C:11](=[O:12])[CH:10]([N:7]1[C:8](=[O:9])[CH:2]([NH:1][C:28](=[O:29])[CH:27]([Br:26])[CH2:31][CH2:32][CH2:33][CH2:34][N:35]2[C:39](=[O:40])[C:38]3=[CH:41][CH:42]=[CH:43][CH:44]=[C:37]3[C:36]2=[O:45])[CH2:3][C:4]2[CH:25]=[CH:24][CH:23]=[CH:22][C:5]=2[CH2:6]1)[CH2:18][CH:19]([CH3:21])[CH3:20])([CH3:17])([CH3:16])[CH3:15]. The catalyst class is: 4.